This data is from Catalyst prediction with 721,799 reactions and 888 catalyst types from USPTO. The task is: Predict which catalyst facilitates the given reaction. (1) Reactant: [O:1]1[C:5]2[CH:6]=[CH:7][CH:8]=[CH:9][C:4]=2[CH:3]=[C:2]1[C:10](=O)[C:11]([O:13]CC)=O.[C:17]1([NH2:24])[CH:22]=[CH:21][CH:20]=[CH:19][C:18]=1[NH2:23]. Product: [O:1]1[C:5]2[CH:6]=[CH:7][CH:8]=[CH:9][C:4]=2[CH:3]=[C:2]1[C:10]1[C:11]([OH:13])=[N:23][C:18]2[C:17]([N:24]=1)=[CH:22][CH:21]=[CH:20][CH:19]=2. The catalyst class is: 14. (2) Reactant: [C:1]([O:5][C:6](=[O:17])[C:7]1[CH:12]=[C:11]([CH:13]=[CH2:14])[N:10]=[C:9]([CH:15]=[CH2:16])[CH:8]=1)([CH3:4])([CH3:3])[CH3:2]. Product: [C:1]([O:5][C:6](=[O:17])[C:7]1[CH:12]=[C:11]([CH2:13][CH3:14])[N:10]=[C:9]([CH2:15][CH3:16])[CH:8]=1)([CH3:3])([CH3:4])[CH3:2]. The catalyst class is: 19. (3) Product: [I:26][C:4]1[CH:3]=[CH:2][C:1]([N:7]2[CH2:10][CH:9]([O:11][CH2:12][CH2:13][O:14][CH:15]3[CH2:20][CH2:19][CH2:18][CH2:17][O:16]3)[CH2:8]2)=[CH:6][CH:5]=1. Reactant: [C:1]1([N:7]2[CH2:10][CH:9]([O:11][CH2:12][CH2:13][O:14][CH:15]3[CH2:20][CH2:19][CH2:18][CH2:17][O:16]3)[CH2:8]2)[CH:6]=[CH:5][CH:4]=[CH:3][CH:2]=1.C(=O)(O)[O-].[Na+].[I:26]I.O.S([O-])([O-])(=O)=S.[Na+].[Na+]. The catalyst class is: 34. (4) Reactant: C(OC1C=CC=CC=1OCCCN)CCCCC.[CH2:19]([O:25][C:26]1[CH:46]=[CH:45][CH:44]=[CH:43][C:27]=1[O:28][CH2:29][CH2:30][CH2:31][NH:32][C:33]1[C:42]2[C:37](=[CH:38][CH:39]=[CH:40][CH:41]=2)[N:36]=[CH:35][CH:34]=1)[CH2:20][CH2:21][CH2:22][CH2:23][CH3:24].C(N(CCC)CCC)CC.ClC1C2C(=CC=CC=2)N=CC=1.C1C=C2C(C(O)(O)C(=O)C2=CC=1)=O. Product: [CH2:19]([O:25][C:26]1[CH:46]=[CH:45][CH:44]=[CH:43][C:27]=1[O:28][CH2:29][CH2:30][CH2:31][NH:32][C:33]1[C:42]2[C:37](=[CH:38][CH:39]=[CH:40][CH:41]=2)[N:36]=[CH:35][CH:34]=1)[CH2:20][CH2:21][CH2:22][CH2:23][CH3:24]. The catalyst class is: 709.